Dataset: Catalyst prediction with 721,799 reactions and 888 catalyst types from USPTO. Task: Predict which catalyst facilitates the given reaction. (1) Reactant: [OH:1][C:2]1[C:11]2[C:6](=[CH:7][CH:8]=[CH:9][CH:10]=2)[C:5]([CH:12]=[O:13])=[CH:4][CH:3]=1.Cl[C:15]1[CH:20]=[CH:19][C:18]([C:21]#[N:22])=[CH:17][N:16]=1.C([O-])([O-])=O.[K+].[K+].O. Product: [CH:12]([C:5]1[C:6]2[C:11](=[CH:10][CH:9]=[CH:8][CH:7]=2)[C:2]([O:1][C:15]2[CH:20]=[CH:19][C:18]([C:21]#[N:22])=[CH:17][N:16]=2)=[CH:3][CH:4]=1)=[O:13]. The catalyst class is: 16. (2) Reactant: [Si]([O:8][C@H:9]1[C@@:36]2([CH3:37])[C:13](=[CH:14][CH:15]=[C:16]3[C@@H:35]2[CH2:34][CH2:33][C@@:32]2([CH3:38])[C@H:17]3[CH2:18][CH:19]=[C:20]2[C@@H:21]([S:23][CH2:24][CH2:25][C:26]([CH2:30][CH3:31])([OH:29])[CH2:27][CH3:28])[CH3:22])[CH2:12][C@@H:11]([OH:39])[CH2:10]1)(C(C)(C)C)(C)C.[F-].C([N+](CCCC)(CCCC)CCCC)CCC. Product: [OH:8][C@@H:9]1[C@@:36]2([CH3:37])[C:13](=[CH:14][CH:15]=[C:16]3[C@@H:35]2[CH2:34][CH2:33][C@@:32]2([CH3:38])[C@H:17]3[CH2:18][CH:19]=[C:20]2[C@@H:21]([S:23][CH2:24][CH2:25][C:26]([CH2:30][CH3:31])([OH:29])[CH2:27][CH3:28])[CH3:22])[CH2:12][C@@H:11]([OH:39])[CH2:10]1. The catalyst class is: 7. (3) Reactant: [F:1][C:2]1[C:3]([CH2:9][N:10]2[C:14]3=[N:15][CH:16]=[C:17]([F:19])[CH:18]=[C:13]3[C:12]([C:20]3[N:21]=[N:22][C:23]4[C:28]([CH3:30])([CH3:29])[C:27](=[O:31])[N:26](COCC[Si](C)(C)C)[C:24]=4[N:25]=3)=[N:11]2)=[N:4][CH:5]=[C:6]([F:8])[CH:7]=1.FC(F)(F)C(O)=O. Product: [F:1][C:2]1[C:3]([CH2:9][N:10]2[C:14]3=[N:15][CH:16]=[C:17]([F:19])[CH:18]=[C:13]3[C:12]([C:20]3[N:21]=[N:22][C:23]4[C:28]([CH3:29])([CH3:30])[C:27](=[O:31])[NH:26][C:24]=4[N:25]=3)=[N:11]2)=[N:4][CH:5]=[C:6]([F:8])[CH:7]=1. The catalyst class is: 4. (4) Reactant: [NH2:1][C:2]1[CH:17]=[CH:16][C:5]([O:6][C:7]2[C:12]([B:13]([OH:15])[OH:14])=[CH:11][CH:10]=[CH:9][N:8]=2)=[CH:4][CH:3]=1.Cl[C:19]1[C:28]2[C:23](=[CH:24][CH:25]=[CH:26][CH:27]=2)[C:22]([C:29]2[CH:34]=[CH:33][CH:32]=[CH:31][CH:30]=2)=[N:21][N:20]=1.CC(O)CC. Product: [C:29]1([C:22]2[C:23]3[C:28](=[CH:27][CH:26]=[CH:25][CH:24]=3)[C:19]([NH:1][C:2]3[CH:17]=[CH:16][C:5]([O:6][C:7]4[C:12]([B:13]([OH:15])[OH:14])=[CH:11][CH:10]=[CH:9][N:8]=4)=[CH:4][CH:3]=3)=[N:20][N:21]=2)[CH:30]=[CH:31][CH:32]=[CH:33][CH:34]=1. The catalyst class is: 81. (5) Reactant: [Cl:1][C:2]1[C:3]([C:23]#[C:24][Si:25]([CH3:28])([CH3:27])[CH3:26])=[C:4]([N+:20]([O-:22])=[O:21])[C:5](OS(C(F)(F)F)(=O)=O)=[C:6]([CH:11]=1)[C:7]([O:9][CH3:10])=[O:8].[F:29][C:30]1[CH:31]=[C:32](B(O)O)[CH:33]=[CH:34][CH:35]=1.O.C(=O)(O)[O-].[Na+]. Product: [Cl:1][C:2]1[CH:11]=[C:6]([C:7]([O:9][CH3:10])=[O:8])[C:5]([C:34]2[CH:33]=[CH:32][CH:31]=[C:30]([F:29])[CH:35]=2)=[C:4]([N+:20]([O-:22])=[O:21])[C:3]=1[C:23]#[C:24][Si:25]([CH3:26])([CH3:27])[CH3:28]. The catalyst class is: 109.